Predict the reaction yield, written as a fraction of the theoretical maximum amount of product (1.0 means a 100% yield; for example, 0.34 means a 34% yield). From a dataset of Buchwald-Hartwig C-N cross coupling reaction yields with 55,370 reactions. The reactants are Brc1ccccn1.Cc1ccc(N)cc1.O=S(=O)(O[Pd]1c2ccccc2-c2ccccc2N~1)C(F)(F)F.CC(C)c1cc(C(C)C)c(-c2ccccc2P(C(C)(C)C)C(C)(C)C)c(C(C)C)c1.CCN=P(N=P(N(C)C)(N(C)C)N(C)C)(N(C)C)N(C)C.CCOC(=O)c1ccon1. No catalyst specified. The product is Cc1ccc(Nc2ccccn2)cc1. The yield is 0.0801.